Dataset: Reaction yield outcomes from USPTO patents with 853,638 reactions. Task: Predict the reaction yield, written as a fraction of the theoretical maximum amount of product (1.0 means a 100% yield; for example, 0.34 means a 34% yield). The reactants are [C:1]([C:4]1[CH:9]=[CH:8][C:7]([C:10]2[N:15]=[C:14]([C:16]3[NH:25][C:24](=[O:26])[C:23]4[C:18](=[CH:19][C:20]([O:29][CH3:30])=[CH:21][C:22]=4[O:27][CH3:28])[N:17]=3)[CH:13]=[CH:12][C:11]=2[O:31][CH2:32][CH2:33][OH:34])=[CH:6][CH:5]=1)(=[O:3])[CH3:2].[ClH:35].C(OCC)C. The catalyst is ClCCl.CO. The product is [ClH:35].[C:1]([C:4]1[CH:5]=[CH:6][C:7]([C:10]2[N:15]=[C:14]([C:16]3[NH:25][C:24](=[O:26])[C:23]4[C:18](=[CH:19][C:20]([O:29][CH3:30])=[CH:21][C:22]=4[O:27][CH3:28])[N:17]=3)[CH:13]=[CH:12][C:11]=2[O:31][CH2:32][CH2:33][OH:34])=[CH:8][CH:9]=1)(=[O:3])[CH3:2]. The yield is 0.860.